From a dataset of Experimentally validated miRNA-target interactions with 360,000+ pairs, plus equal number of negative samples. Binary Classification. Given a miRNA mature sequence and a target amino acid sequence, predict their likelihood of interaction. (1) The miRNA is mmu-miR-345-5p with sequence GCUGACCCCUAGUCCAGUGCUU. The protein sequence of the target gene is MEGTAVAVFEILRFLIIHWKCDIDVSKGALLEGQLVISIEGLNSKHQANALHCVTTVASAGSLFGGMVLKKFLKEIQSILPGISAKLTWTSEEGSYSQDMTGVTPFQMIFEVDEKPRTLMTDCLVIKHFLRKIIMVHPKVRFHFSVKVNGILSTEIFGVENEPTLNLGNGIALLVDSQHYVRPNFGTIESHCSRIHPVLGHPVMLFIPEDVAGMDLLGELILTPAAALCPSPKVSSNQLNRISSVSIFLYGPLGLPLILSTWEQPMTTFFKDTSSLVDWKKYHLCMIPNLDLNLDRDLVL.... Result: 0 (no interaction). (2) The miRNA is mmu-miR-3057-3p with sequence UCCCACAGGCCCAGCUCAUAGC. The protein sequence of the target gene is MCAARTPPLALVFRGTFVHSTWTCPMEVLRDHLLGVSDSGKIVFLEESSQQEKLAKEWCFKPCEIRELSHHEFFMPGLVDTHIHAPQYAFAGSNVDLPLLEWLNKYTFPTEQRFRSTDVAEEVYTRVVRRTLKNGTTTACYFGTIHTDSSLILAEITDKFGQRAFVGKVCMDLNDTVPEYKETTEESVKETERFVSEMLQKNYPRVKPIVTPRFTLSCTETLMSELGNIAKTHDLYIQSHISENREEIEAVKSLYPSYKNYTDVYDKNNLLTNKTVMAHGCYLSEEELNIFSERGASIAH.... Result: 1 (interaction). (3) The miRNA is hsa-miR-4439 with sequence GUGACUGAUACCUUGGAGGCAU. The protein sequence of the target gene is MGGTTSTRRVTFEADENENITVVKGIRLSENVIDRMKESSPSGSKSQRYSGAYGASVSDEELKRRVAEELALEQAKKESEDQKRLKQAKELDRERAAANEQLTRAILRERICSEEERAKAKHLARQLEEKDRVLKKQDAFYKEQLARLEERSSEFYRVTTEQYQKAAEEVEAKFKRYESHPVCADLQAKILQCYRENTHQTLKCSALATQYMHCVNHAKQSMLEKGG. Result: 1 (interaction). (4) The miRNA is hsa-miR-520a-3p with sequence AAAGUGCUUCCCUUUGGACUGU. The protein sequence of the target gene is MGKDYYCILGIEKGASDEDIKKAYRKQALKFHPDKNKSPQAEEKFKEVAEAYEVLSDPKKREIYDQFGEEGLKGGAGGTDGQGGTFRYTFHGDPHATFAAFFGGSNPFEIFFGRRMGGGRDSEEMEIDGDPFSAFGFSMNGYPRDRNSVGPSRLKQDPPVIHELRVSLEEIYSGCTKRMKISRKRLNADGRSYRSEDKILTIEIKKGWKEGTKITFPREGDETPNSIPADIVFIIKDKDHPKFKRDGSNIIYTAKISLREALCGCSINVPTLDGRNIPMSVNDIVKPGMRRRIIGYGLPF.... Result: 1 (interaction). (5) The miRNA is hsa-miR-4535 with sequence GUGGACCUGGCUGGGAC. The protein sequence of the target gene is MTSQPISNETIIMLPSNVINFSQAEKPEPTNQGQDSLKKRLQAKVKVIGVHSSLAGSILSALSALVGFILLSVNPAALNPASLQCKLDEKDIPTRLLLSYDYHSPYTMDCHRAKASLAGTLSLMLVSTVLEFCLAVLTAVLQWKQTV. Result: 0 (no interaction). (6) The miRNA is cel-let-7-5p with sequence UGAGGUAGUAGGUUGUAUAGUU. The protein sequence of the target gene is MPQRGHPSQEGLWALPSLPMAHGPKPETEGLLDLSFLTEEEQEAIAGVLQRDARLRQLEEGRVSKLRASVADPGQLKILTGDWFQEARSQRHHNAHFGSDLVRASMRRKKSTRGDQAPGHDREAEAAVKEKEEGPEPRLTIDEAPQERLRETEGPDFPSPSVPLKASDPEEASQAQEDPGQGDQQVCAEEADPELEPASGGEQEPRPQQAQTKAASQILENGEEAPGPDPSLDRMLSSSSSVSSLNSSTLSGSQMSLSGDAEAVQVRGSVHFALHYEPGAAELRVHVIQCQGLAAARRRR.... Result: 0 (no interaction). (7) The miRNA is hsa-miR-30d-5p with sequence UGUAAACAUCCCCGACUGGAAG. The protein sequence of the target gene is MSTETELQVAVKTSAKKDSRKKGQDRSEATLIKRFKGEGVRYKAKLIGIDEVSAARGDKLCQDSMMKLKGVVAGARSKGEHKQKIFLTISFGGIKIFDEKTGALQHHHAVHEISYIAKDITDHRAFGYVCGKEGNHRFVAIKTAQAAEPVILDLRDLFQLIYELKQREELEKKAQKDKQCEQAVYQTILEEDVEDPVYQYIVFEAGHEPIRDPETEENIYQVPTSQKKEGVYDVPKSQPNSQPLEDFESRFAAATPNRNLSMDFDELLEATKVSAVTQLELFGDMSTPPDITSPPTPATP.... Result: 0 (no interaction).